From a dataset of Forward reaction prediction with 1.9M reactions from USPTO patents (1976-2016). Predict the product of the given reaction. (1) Given the reactants [CH3:1][O:2][C:3]1[CH:11]=[C:10]2[C:6]([CH2:7]/[C:8](=[CH:13]\[C:14]3[CH:19]=[CH:18][C:17]([S:20][C:21]([F:24])([F:23])[F:22])=[CH:16][CH:15]=3)/[C:9]2=[O:12])=[CH:5][C:4]=1[N:25]1[CH2:30][CH2:29][O:28][CH2:27][CH2:26]1, predict the reaction product. The product is: [CH3:1][O:2][C:3]1[CH:11]=[C:10]2[C:6]([CH2:7][CH:8]([CH2:13][C:14]3[CH:19]=[CH:18][C:17]([S:20][C:21]([F:24])([F:22])[F:23])=[CH:16][CH:15]=3)[C:9]2=[O:12])=[CH:5][C:4]=1[N:25]1[CH2:26][CH2:27][O:28][CH2:29][CH2:30]1. (2) Given the reactants [OH:1][CH2:2][C:3]1[CH2:4][C@H:5]([OH:21])[C@H:6]2[CH2:15][CH2:14][CH:13]3[C@:8]([CH3:18])([CH2:9][CH2:10][CH2:11][C:12]3([CH3:17])[CH3:16])[C@H:7]2[CH2:19][CH:20]=1.CC1(C)N([O])C(C)(C)CCC1.C([O-])(O)=O.[Na+].C([O-])([O-])=O.[K+].[K+].C1C(=O)N(Cl)C(=O)C1, predict the reaction product. The product is: [OH:21][C@@H:5]1[CH:6]2[CH2:15][CH2:14][CH:13]3[C@@:8]([CH3:18])([CH:7]2[CH2:19][CH:20]=[C:3]([CH:2]=[O:1])[CH2:4]1)[CH2:9][CH2:10][CH2:11][C:12]3([CH3:16])[CH3:17]. (3) Given the reactants [CH3:1][O:2][C:3]1[CH:4]=[C:5]2[C:10](=[CH:11][C:12]=1[O:13][CH3:14])[N:9]=[CH:8][CH:7]=[C:6]2[O:15][C:16]1[CH:22]=[CH:21][C:19]([NH2:20])=[C:18]([F:23])[CH:17]=1.C(N(C(C)C)CC)(C)C.ClC(Cl)(O[C:37](=[O:43])OC(Cl)(Cl)Cl)Cl.[NH2:45][C:46]1[S:47][C:48]([CH3:51])=[N:49][N:50]=1, predict the reaction product. The product is: [CH3:1][O:2][C:3]1[CH:4]=[C:5]2[C:10](=[CH:11][C:12]=1[O:13][CH3:14])[N:9]=[CH:8][CH:7]=[C:6]2[O:15][C:16]1[CH:22]=[CH:21][C:19]([NH:20][C:37]([NH:45][C:46]2[S:47][C:48]([CH3:51])=[N:49][N:50]=2)=[O:43])=[C:18]([F:23])[CH:17]=1. (4) Given the reactants Cl.[NH2:2][C@H:3]([C:5]1[C:6](=[O:17])[NH:7][C:8]2[C:13]([CH:14]=1)=[CH:12][C:11]([Cl:15])=[CH:10][C:9]=2[F:16])[CH3:4].F[C:19]1[C:24](=[O:25])[N:23]([CH3:26])[C:22]([C:27]#[N:28])=[CH:21][CH:20]=1.CCN(C(C)C)C(C)C.O, predict the reaction product. The product is: [Cl:15][C:11]1[CH:12]=[C:13]2[C:8](=[C:9]([F:16])[CH:10]=1)[NH:7][C:6](=[O:17])[C:5]([C@@H:3]([NH:2][C:19]1[C:24](=[O:25])[N:23]([CH3:26])[C:22]([C:27]#[N:28])=[CH:21][CH:20]=1)[CH3:4])=[CH:14]2.